This data is from Full USPTO retrosynthesis dataset with 1.9M reactions from patents (1976-2016). The task is: Predict the reactants needed to synthesize the given product. (1) Given the product [Cl:1][C:2]1[C:11]2[C:6](=[CH:7][C:8]([O:35][CH3:33])=[CH:9][CH:10]=2)[N:5]=[C:4]([C:13]([F:22])([F:21])[C:14]2[CH:19]=[CH:18][C:17]([F:20])=[CH:16][CH:15]=2)[N:3]=1, predict the reactants needed to synthesize it. The reactants are: [Cl:1][C:2]1[C:11]2[C:6](=[CH:7][C:8](C)=[CH:9][CH:10]=2)[N:5]=[C:4]([C:13]([F:22])([F:21])[C:14]2[CH:19]=[CH:18][C:17]([F:20])=[CH:16][CH:15]=2)[N:3]=1.FC(F)(C1C=CC(F)=CC=1)C1N=[C:33]([OH:35])C2C(=CC(C)=CC=2)N=1.FC(F)(C1C=CC(F)=CC=1)C1N=C(O)C2C(=CC(OC)=CC=2)N=1. (2) Given the product [CH2:34]([O:33][C:31](=[O:32])[N:2]([CH2:3][CH:4]1[CH2:8][C:7]2[CH:9]=[CH:10][CH:11]=[C:12]([C:13]3[C:14]([Cl:20])=[CH:15][CH:16]=[CH:17][C:18]=3[Cl:19])[C:6]=2[O:5]1)[CH3:1])[C:35]1[CH:40]=[CH:39][CH:38]=[CH:37][CH:36]=1, predict the reactants needed to synthesize it. The reactants are: [CH3:1][NH:2][CH2:3][CH:4]1[CH2:8][C:7]2[CH:9]=[CH:10][CH:11]=[C:12]([C:13]3[C:18]([Cl:19])=[CH:17][CH:16]=[CH:15][C:14]=3[Cl:20])[C:6]=2[O:5]1.C(N(C(C)C)CC)(C)C.Cl[C:31]([O:33][CH2:34][C:35]1[CH:40]=[CH:39][CH:38]=[CH:37][CH:36]=1)=[O:32].C1(C2C3OC(CNC(=O)OCC4C=CC=CC=4)CC=3C=CC=2)CCCC1. (3) Given the product [CH:1]1[CH:2]=[CH:3][N:4]2[CH2:10][C:9]3[CH:11]=[CH:12][CH:13]=[CH:14][C:8]=3[N:7]([C:15]([C:17]3[CH:22]=[CH:21][C:20]([C:23]4[CH2:28][CH2:27][CH2:26][CH:25]([OH:29])[C:24]=4[CH3:30])=[C:19]([CH3:31])[CH:18]=3)=[O:16])[CH2:6][C:5]=12, predict the reactants needed to synthesize it. The reactants are: [CH:1]1[CH:2]=[CH:3][N:4]2[CH2:10][C:9]3[CH:11]=[CH:12][CH:13]=[CH:14][C:8]=3[N:7]([C:15]([C:17]3[CH:22]=[CH:21][C:20]([C:23]4[CH2:28][CH2:27][CH2:26][C:25](=[O:29])[C:24]=4[CH3:30])=[C:19]([CH3:31])[CH:18]=3)=[O:16])[CH2:6][C:5]=12.[Cl-].[Ce+3].[Cl-].[Cl-].[BH4-].[Na+]. (4) The reactants are: [Cl:1][C:2]1[S:6][C:5]([CH:7]2[CH2:12][CH2:11][N:10]([C:13](=[O:24])[CH2:14][N:15]3[C:19]4=N[CH:21]=[CH:22][CH:23]=[C:18]4N=[CH:16]3)[CH2:9][CH2:8]2)=[N:4][C:3]=1[C:25]1[CH:30]=[C:29]([C:31]([CH3:34])([CH3:33])[CH3:32])[C:28]([O:35][CH3:36])=[C:27]([C:37]([CH3:40])([CH3:39])[CH3:38])[CH:26]=1.C(N([CH:47]([CH3:49])C)CC)(C)C.CCN=C=NCCCN(C)C.C(O)(C(F)(F)F)=[O:62]. Given the product [Cl:1][C:2]1[S:6][C:5]([CH:7]2[CH2:12][CH2:11][N:10]([C:13](=[O:24])[CH2:14][N:15]3[C:19]4[C:49](=[CH:21][CH:22]=[CH:23][CH:18]=4)[CH2:47][C:16]3=[O:62])[CH2:9][CH2:8]2)=[N:4][C:3]=1[C:25]1[CH:30]=[C:29]([C:31]([CH3:34])([CH3:32])[CH3:33])[C:28]([O:35][CH3:36])=[C:27]([C:37]([CH3:40])([CH3:39])[CH3:38])[CH:26]=1, predict the reactants needed to synthesize it. (5) Given the product [Br:7][C:8]1[CH:13]=[CH:12][C:11]([N:14]2[CH:19]=[CH:18][C:17]([OH:20])=[N:15]2)=[C:10]([CH3:16])[CH:9]=1, predict the reactants needed to synthesize it. The reactants are: CC(C)([O-])C.[K+].[Br:7][C:8]1[CH:13]=[CH:12][C:11]([NH:14][NH2:15])=[C:10]([CH3:16])[CH:9]=1.[C:17](OCC)(=[O:20])[C:18]#[CH:19]. (6) Given the product [CH2:1]([N:8]1[C:25]([CH3:26])=[C:11]2[C:12](=[O:24])[N:13]([CH2:33][CH:35]3[CH2:36][O:37]3)[C:14]3[CH:15]=[C:16]4[CH2:23][CH2:22][CH2:21][CH2:20][C:17]4=[CH:18][C:19]=3[C:10]2=[N:9]1)[C:2]1[CH:3]=[CH:4][CH:5]=[CH:6][CH:7]=1, predict the reactants needed to synthesize it. The reactants are: [CH2:1]([N:8]1[C:25]([CH3:26])=[C:11]2[C:12](=[O:24])[NH:13][C:14]3[CH:15]=[C:16]4[CH2:23][CH2:22][CH2:21][CH2:20][C:17]4=[CH:18][C:19]=3[C:10]2=[N:9]1)[C:2]1[CH:7]=[CH:6][CH:5]=[CH:4][CH:3]=1.C(=O)([O-])[O-].[Cs+].[Cs+].[CH2:33]([CH:35]1[O:37][CH2:36]1)Br. (7) Given the product [NH:6]1[C:7]2[C:12](=[CH:11][CH:10]=[CH:9][CH:8]=2)[C:4]([CH2:3][CH2:2][NH:1][C:18]([N:20]2[CH2:21][CH2:22][CH:42]([CH2:41][CH2:40][CH2:39][CH2:38][NH:37][C:35](=[O:36])[CH2:34][O:33][CH2:32][C:31]3[CH:47]=[CH:48][C:28]([F:27])=[CH:29][CH:30]=3)[CH2:24]2)=[O:19])=[CH:5]1, predict the reactants needed to synthesize it. The reactants are: [NH2:1][CH2:2][CH2:3][C:4]1[C:12]2[C:7](=[CH:8][CH:9]=[CH:10][CH:11]=2)[NH:6][CH:5]=1.C1N=CN([C:18]([N:20]2[CH:24]=N[CH:22]=[CH:21]2)=[O:19])C=1.CI.[F:27][C:28]1[CH:48]=[CH:47][C:31]([CH2:32][O:33][CH2:34][C:35]([NH:37][CH2:38][CH2:39][CH2:40][CH2:41][CH:42]2CCNC2)=[O:36])=[CH:30][CH:29]=1.